From a dataset of Forward reaction prediction with 1.9M reactions from USPTO patents (1976-2016). Predict the product of the given reaction. Given the reactants [CH2:1]([O:8][C:9](=[O:32])[CH2:10][CH:11]([N:15]1[CH:19]=[CH:18][N:17]([C:20]2[CH:25]=[CH:24][C:23]([C:26]3[CH:31]=[CH:30][CH:29]=[CH:28][CH:27]=3)=[CH:22][CH:21]=2)[CH2:16]1)[C:12]([OH:14])=O)[C:2]1[CH:7]=[CH:6][CH:5]=[CH:4][CH:3]=1.[CH2:33]1[CH2:40][C@H:39]([NH2:41])[C:37](=[O:38])[NH:36][CH2:35][CH2:34]1.C(OC(=O)C(N1C=CN(C2C=CC(C3C=CC=CC=3)=CC=2)C1)CC(N[C@H]1CCCCNC1=O)=O)C1C=CC=CC=1, predict the reaction product. The product is: [CH2:1]([O:8][C:9](=[O:32])[CH2:10][CH:11]([N:15]1[CH:19]=[CH:18][N:17]([C:20]2[CH:25]=[CH:24][C:23]([C:26]3[CH:31]=[CH:30][CH:29]=[CH:28][CH:27]=3)=[CH:22][CH:21]=2)[CH2:16]1)[C:12]([NH:41][C@H:39]1[CH2:40][CH2:33][CH2:34][CH2:35][NH:36][C:37]1=[O:38])=[O:14])[C:2]1[CH:3]=[CH:4][CH:5]=[CH:6][CH:7]=1.